From a dataset of Full USPTO retrosynthesis dataset with 1.9M reactions from patents (1976-2016). Predict the reactants needed to synthesize the given product. (1) Given the product [C:1]([C@@H:4]1[CH2:8][S:7][C@H:6]2[CH2:9][C@:10]([NH:13][C:14](=[O:20])[O:15][C:16]([CH3:19])([CH3:18])[CH3:17])([CH2:21][CH:41]([CH3:42])[CH3:45])[C:11](=[O:12])[N:5]12)#[N:2], predict the reactants needed to synthesize it. The reactants are: [C:1]([C@@H:4]1[CH2:8][S:7][C@H:6]2[CH2:9][C@@H:10]([NH:13][C:14](=[O:20])[O:15][C:16]([CH3:19])([CH3:18])[CH3:17])[C:11](=[O:12])[N:5]12)(=O)[NH2:2].[CH2:21](N(CC)CC)C.FC(F)(F)C(OC(=O)C(F)(F)F)=O.[CH2:41]1[CH2:45]OC[CH2:42]1. (2) Given the product [CH3:32][O:33][C:34](=[O:37])[CH2:35][NH:1][CH2:2][C:3]1[CH:4]=[CH:5][C:6]([CH2:11][N:12]([CH2:23][C:24]2[C:29]([CH3:30])=[CH:28][C:27]([CH3:31])=[CH:26][N:25]=2)[CH:13]2[C:22]3[N:21]=[CH:20][CH:19]=[CH:18][C:17]=3[CH2:16][CH2:15][CH2:14]2)=[C:7]([CH2:9][OH:10])[CH:8]=1, predict the reactants needed to synthesize it. The reactants are: [NH2:1][CH2:2][C:3]1[CH:4]=[CH:5][C:6]([CH2:11][N:12]([CH2:23][C:24]2[C:29]([CH3:30])=[CH:28][C:27]([CH3:31])=[CH:26][N:25]=2)[CH:13]2[C:22]3[N:21]=[CH:20][CH:19]=[CH:18][C:17]=3[CH2:16][CH2:15][CH2:14]2)=[C:7]([CH2:9][OH:10])[CH:8]=1.[CH3:32][O:33][C:34](=[O:37])[CH2:35]Br.CCN(C(C)C)C(C)C. (3) Given the product [NH2:23][C:22]1[CH:21]=[CH:20][C:4]([O:5][CH2:6][CH:7]2[CH2:8][CH2:9][N:10]([C:13]([O:15][C:16]([CH3:18])([CH3:19])[CH3:17])=[O:14])[CH2:11][CH2:12]2)=[CH:3][C:2]=1[CH3:1], predict the reactants needed to synthesize it. The reactants are: [CH3:1][C:2]1[CH:3]=[C:4]([CH:20]=[CH:21][C:22]=1[N+:23]([O-])=O)[O:5][CH2:6][CH:7]1[CH2:12][CH2:11][N:10]([C:13]([O:15][C:16]([CH3:19])([CH3:18])[CH3:17])=[O:14])[CH2:9][CH2:8]1.[H][H].